From a dataset of Retrosynthesis with 50K atom-mapped reactions and 10 reaction types from USPTO. Predict the reactants needed to synthesize the given product. (1) Given the product CC(C)c1nn(-c2ccc(Br)cn2)cc1CCCO, predict the reactants needed to synthesize it. The reactants are: COCOCCCc1cn(-c2ccc(Br)cn2)nc1C(C)C. (2) Given the product Cc1c(F)cccc1C1(C(F)F)N=C(N)OC2CC21, predict the reactants needed to synthesize it. The reactants are: Cc1c(F)cccc1C1(C(F)F)N=C(NC(=O)c2ccccc2)OC2CC21. (3) Given the product CCCO[C@@H]1C[C@H]([C@@H](O[Si](C)(C)C(C)(C)C)[C@H](Cc2cc(F)cc(F)c2)NC(=O)c2cccc(C(=O)N3CCC[C@@H]3COC)c2)N(C(=O)OC(C)(C)C)C1, predict the reactants needed to synthesize it. The reactants are: CCCO[C@@H]1C[C@H]([C@@H](O[Si](C)(C)C(C)(C)C)[C@H](Cc2cc(F)cc(F)c2)NC(=O)c2cccc(C(=O)O)c2)N(C(=O)OC(C)(C)C)C1.COC[C@H]1CCCN1. (4) Given the product CCOC(=O)CSc1ccc(-c2nc3n(c2-c2ccncc2)CCC3)cc1, predict the reactants needed to synthesize it. The reactants are: CCOC(=O)CBr.Sc1ccc(-c2nc3n(c2-c2ccncc2)CCC3)cc1. (5) Given the product COC(=O)CCCc1ccc(Nc2ncnc3oc(-c4ccccc4)c(-c4ccc(OC)cc4)c23)cc1, predict the reactants needed to synthesize it. The reactants are: COC(=O)CCCc1ccc(N)cc1.COc1ccc(-c2c(-c3ccccc3)oc3ncnc(Cl)c23)cc1. (6) Given the product O=S(=O)(c1ccc(O)cc1)c1c(-c2ccccc2)oc2ccc(Cl)cc12, predict the reactants needed to synthesize it. The reactants are: COc1ccc(S(=O)(=O)c2c(-c3ccccc3)oc3ccc(Cl)cc23)cc1.